Dataset: Full USPTO retrosynthesis dataset with 1.9M reactions from patents (1976-2016). Task: Predict the reactants needed to synthesize the given product. (1) Given the product [OH:39][CH:38]([CH:18]1[CH:17]([C:11]2[CH:12]=[CH:13][C:14]([O:15][CH3:16])=[C:9]([OH:8])[CH:10]=2)[N:20]([C:21]2[CH:22]=[C:23]([O:31][CH3:32])[C:24]([O:29][CH3:30])=[C:25]([O:27][CH3:28])[CH:26]=2)[C:19]1=[O:33])[CH3:37], predict the reactants needed to synthesize it. The reactants are: [Si]([O:8][C:9]1[CH:10]=[C:11]([CH:17]2[N:20]([C:21]3[CH:26]=[C:25]([O:27][CH3:28])[C:24]([O:29][CH3:30])=[C:23]([O:31][CH3:32])[CH:22]=3)[C:19](=[O:33])[CH2:18]2)[CH:12]=[CH:13][C:14]=1[O:15][CH3:16])(C(C)(C)C)(C)C.C(=O)=O.[CH3:37][C:38](C)=[O:39].[Li+].CC([N-]C(C)C)C. (2) Given the product [F:1][C:2]([F:15])([F:14])[S:3]([O:6][C:17]1[CH:34]=[CH:33][C:20]2[CH2:21][N:22]([C:26]([O:28][C:29]([CH3:30])([CH3:31])[CH3:32])=[O:27])[CH2:23][CH2:24][O:25][C:19]=2[CH:18]=1)(=[O:5])=[O:4], predict the reactants needed to synthesize it. The reactants are: [F:1][C:2]([F:15])([F:14])[S:3]([O:6]S(C(F)(F)F)(=O)=O)(=[O:5])=[O:4].O[C:17]1[CH:34]=[CH:33][C:20]2[CH2:21][N:22]([C:26]([O:28][C:29]([CH3:32])([CH3:31])[CH3:30])=[O:27])[CH2:23][CH2:24][O:25][C:19]=2[CH:18]=1. (3) The reactants are: [C:1]([NH:4][C:5]1[CH:6]=[CH:7][CH:8]=[C:9]2[C:13]=1[C:12](=[O:14])[N:11]([CH:15]([C:20]1[CH:25]=[CH:24][C:23]([O:26][CH:27]([F:29])[F:28])=[C:22]([O:30][CH2:31][CH3:32])[CH:21]=1)[CH2:16][C:17](O)=[O:18])[CH2:10]2)(=[O:3])[CH3:2].C(N1C=CN=C1)(N1C=CN=C1)=O.[NH:45]1[CH2:50][CH2:49][O:48][CH2:47][CH2:46]1.O. Given the product [F:29][CH:27]([F:28])[O:26][C:23]1[CH:24]=[CH:25][C:20]([CH:15]([N:11]2[C:12](=[O:14])[C:13]3[C:9](=[CH:8][CH:7]=[CH:6][C:5]=3[NH:4][C:1](=[O:3])[CH3:2])[CH2:10]2)[CH2:16][C:17]([N:45]2[CH2:50][CH2:49][O:48][CH2:47][CH2:46]2)=[O:18])=[CH:21][C:22]=1[O:30][CH2:31][CH3:32], predict the reactants needed to synthesize it. (4) The reactants are: [C:1](Cl)(=[O:3])[CH3:2].[CH2:5]([O:12][C:13]1[CH:18]=[C:17]([O:19][CH2:20][C:21]2[CH:26]=[CH:25][CH:24]=[CH:23][CH:22]=2)[C:16]([Cl:27])=[CH:15][C:14]=1[C:28]1[O:32][N:31]=[C:30]([C:33]([NH:35][CH2:36][CH3:37])=[O:34])[C:29]=1[NH2:38])[C:6]1[CH:11]=[CH:10][CH:9]=[CH:8][CH:7]=1. Given the product [CH2:36]([NH:35][C:33]([C:30]1[C:29]([NH:38][C:1](=[O:3])[CH3:2])=[C:28]([C:14]2[CH:15]=[C:16]([Cl:27])[C:17]([O:19][CH2:20][C:21]3[CH:26]=[CH:25][CH:24]=[CH:23][CH:22]=3)=[CH:18][C:13]=2[O:12][CH2:5][C:6]2[CH:7]=[CH:8][CH:9]=[CH:10][CH:11]=2)[O:32][N:31]=1)=[O:34])[CH3:37], predict the reactants needed to synthesize it. (5) The reactants are: [OH:1][CH2:2]CC1OC(=O)C(C)(C)C1.[CH2:12]([C:14]([CH2:23][CH3:24])([CH2:20][CH:21]=[CH2:22])[C:15]([O:17]CC)=[O:16])[CH3:13].CC(C)(CC=C)C(OC)=O. Given the product [CH2:23]([C:14]1([CH2:12][CH3:13])[CH2:20][CH:21]([CH2:22][CH2:2][OH:1])[O:17][C:15]1=[O:16])[CH3:24], predict the reactants needed to synthesize it. (6) Given the product [N:34]1[NH:39][N:40]=[N:41][C:33]=1[C:30]1[CH:29]=[N:28][C:27]([C:24]2[CH:23]=[CH:22][C:21]([CH2:20][C@H:12]([NH:11][C:9](=[O:10])[C:8]3[CH:7]=[CH:6][C:5]([C:1]([CH3:2])([CH3:3])[CH3:4])=[CH:36][CH:35]=3)[C:13]([O:15][C:16]([CH3:19])([CH3:17])[CH3:18])=[O:14])=[CH:26][CH:25]=2)=[N:32][CH:31]=1, predict the reactants needed to synthesize it. The reactants are: [C:1]([C:5]1[CH:36]=[CH:35][C:8]([C:9]([NH:11][C@@H:12]([CH2:20][C:21]2[CH:26]=[CH:25][C:24]([C:27]3[N:32]=[CH:31][C:30]([C:33]#[N:34])=[CH:29][N:28]=3)=[CH:23][CH:22]=2)[C:13]([O:15][C:16]([CH3:19])([CH3:18])[CH3:17])=[O:14])=[O:10])=[CH:7][CH:6]=1)([CH3:4])([CH3:3])[CH3:2].[NH4+].[Cl-].[N-:39]=[N+:40]=[N-:41].[Na+]. (7) The reactants are: [CH3:1][N:2]1[C:6]2=[N:7][CH:8]=[CH:9][CH:10]=[C:5]2[C:4]([CH:11]=[CH:12][C:13](O)=[O:14])=[C:3]1[C:16]1[CH:21]=[CH:20][CH:19]=[CH:18][CH:17]=1.[ClH:22].ON1C2C=CC=CC=2N=N1.[CH3:33][CH:34]1[NH:43][CH2:42][CH2:41][C:40]2[C:35]1=[CH:36][C:37]([O:46][CH3:47])=[C:38]([O:44][CH3:45])[CH:39]=2.Cl. Given the product [ClH:22].[CH3:45][O:44][C:38]1[CH:39]=[C:40]2[C:35](=[CH:36][C:37]=1[O:46][CH3:47])[CH:34]([CH3:33])[N:43]([C:13](=[O:14])/[CH:12]=[CH:11]/[C:4]1[C:5]3[C:6](=[N:7][CH:8]=[CH:9][CH:10]=3)[N:2]([CH3:1])[C:3]=1[C:16]1[CH:17]=[CH:18][CH:19]=[CH:20][CH:21]=1)[CH2:42][CH2:41]2, predict the reactants needed to synthesize it. (8) Given the product [Br:1][C:2]1[CH:3]=[C:4]([CH:8]=[CH:9][C:10]=1[CH3:11])[C:5]([NH2:22])=[O:6], predict the reactants needed to synthesize it. The reactants are: [Br:1][C:2]1[CH:3]=[C:4]([CH:8]=[CH:9][C:10]=1[CH3:11])[C:5](O)=[O:6].C(Cl)(=O)C(Cl)=O.C(Cl)Cl.C[N:22](C=O)C. (9) Given the product [Cl:10][C:8]1[CH:9]=[C:2]([C:19]2[CH:20]=[CH:21][C:22]([C:25]([NH:27][CH2:28][CH2:29][C:30]([O:32][CH2:33][CH3:34])=[O:31])=[O:26])=[N:23][CH:24]=2)[CH:3]=[C:4]([CH:5]=[O:6])[CH:7]=1, predict the reactants needed to synthesize it. The reactants are: Br[C:2]1[CH:3]=[C:4]([CH:7]=[C:8]([Cl:10])[CH:9]=1)[CH:5]=[O:6].CC1(C)C(C)(C)OB([C:19]2[CH:20]=[CH:21][C:22]([C:25]([NH:27][CH2:28][CH2:29][C:30]([O:32][CH2:33][CH3:34])=[O:31])=[O:26])=[N:23][CH:24]=2)O1.C([O-])([O-])=O.[K+].[K+].O.